This data is from Forward reaction prediction with 1.9M reactions from USPTO patents (1976-2016). The task is: Predict the product of the given reaction. (1) Given the reactants Br[C:2]1[CH:3]=[CH:4][C:5]([C:8]([O:10][CH3:11])=[O:9])=[N:6][CH:7]=1.[CH2:12]([Sn](CCCC)(CCCC)C#CC)[CH2:13][CH2:14]C, predict the reaction product. The product is: [C:12]([C:2]1[CH:3]=[CH:4][C:5]([C:8]([O:10][CH3:11])=[O:9])=[N:6][CH:7]=1)#[C:13][CH3:14]. (2) Given the reactants [Cl:1][C:2]1[CH:7]=[CH:6][CH:5]=[C:4](I)[C:3]=1[CH3:9].Br[C:11]1[CH:16]=[CH:15][C:14]([F:17])=[CH:13][C:12]=1[CH3:18].FC1C=CC(C)=C([OH:27])C=1, predict the reaction product. The product is: [Cl:1][C:2]1[CH:7]=[CH:6][CH:5]=[C:4]([O:27][C:11]2[CH:16]=[CH:15][C:14]([F:17])=[CH:13][C:12]=2[CH3:18])[C:3]=1[CH3:9]. (3) Given the reactants [NH2:1][C:2]1[CH:7]=[C:6]([O:8][C:9]2[C:14]([F:15])=[CH:13][C:12]([NH:16][C:17]([C:19]3([C:22]([NH:24][C:25]4[CH:30]=[CH:29][C:28]([F:31])=[CH:27][CH:26]=4)=[O:23])[CH2:21][CH2:20]3)=[O:18])=[C:11]([F:32])[CH:10]=2)[CH:5]=[CH:4][N:3]=1.C([N:35]([CH2:38]C)CC)C.ClC([O:43][C:44]1[CH:49]=CC=C[CH:45]=1)=O.C(=O)([O-])[OH:51].[Na+], predict the reaction product. The product is: [F:32][C:11]1[CH:10]=[C:9]([O:8][C:6]2[CH:5]=[CH:4][N:3]=[C:2]([NH:1][C:38]([N:35]3[CH2:45][CH:44]([OH:43])[CH2:49]3)=[O:51])[CH:7]=2)[C:14]([F:15])=[CH:13][C:12]=1[NH:16][C:17]([C:19]1([C:22]([NH:24][C:25]2[CH:26]=[CH:27][C:28]([F:31])=[CH:29][CH:30]=2)=[O:23])[CH2:21][CH2:20]1)=[O:18]. (4) The product is: [F:17][C:2]([F:1])([F:16])[CH2:3][NH:4][C:5]1[C:10]([NH:11][C:31]([C:22]2[C:21]([S:20][CH2:18][CH3:19])=[CH:26][C:25]([C:27]([F:29])([F:30])[F:28])=[CH:24][N:23]=2)=[O:32])=[CH:9][C:8]([C:12]([F:13])([F:14])[F:15])=[CH:7][N:6]=1. Given the reactants [F:1][C:2]([F:17])([F:16])[CH2:3][NH:4][C:5]1[C:10]([NH2:11])=[CH:9][C:8]([C:12]([F:15])([F:14])[F:13])=[CH:7][N:6]=1.[CH2:18]([S:20][C:21]1[C:22]([C:31](O)=[O:32])=[N:23][CH:24]=[C:25]([C:27]([F:30])([F:29])[F:28])[CH:26]=1)[CH3:19].CCN=C=NCCCN(C)C.C1C=CC2N(O)N=NC=2C=1.C(O)(=O)CC(CC(O)=O)(C(O)=O)O, predict the reaction product. (5) Given the reactants [OH:1][C:2]1[CH:10]=[CH:9][CH:8]=[C:7]2[C:3]=1[CH:4]=[CH:5][NH:6]2.[H-].[Na+].Br[CH2:14][C:15]#[N:16], predict the reaction product. The product is: [NH:6]1[C:7]2[C:3](=[C:2]([O:1][CH2:14][C:15]#[N:16])[CH:10]=[CH:9][CH:8]=2)[CH:4]=[CH:5]1. (6) Given the reactants [F:1][C:2]1[N:7]=[CH:6][C:5]([OH:8])=[CH:4][CH:3]=1.[C:9](=O)([O-])[O-].[K+].[K+].CI.CN(C=O)C, predict the reaction product. The product is: [F:1][C:2]1[CH:3]=[CH:4][C:5]([O:8][CH3:9])=[CH:6][N:7]=1. (7) Given the reactants [Cl:1][C:2]1[CH:9]=[CH:8][CH:7]=[C:6]([F:10])[C:3]=1[CH2:4][OH:5].[F:11][C:12]([F:18])([F:17])[S:13](Cl)(=O)=[O:14].C(N(CC)CC)C.COP(OC)OC, predict the reaction product. The product is: [F:11][C:12]([F:18])([F:17])[S:13]([O:5][CH2:4][C:3]1[C:6]([F:10])=[CH:7][CH:8]=[CH:9][C:2]=1[Cl:1])=[O:14]. (8) Given the reactants [CH2:1]([N:3]1[CH2:8][CH2:7][C:6](=O)[CH2:5][CH2:4]1)[CH3:2].[NH4+:10].[Cl-:11].[C-:12]#[N:13].[Na+], predict the reaction product. The product is: [ClH:11].[NH2:10][C:6]1([C:12]#[N:13])[CH2:7][CH2:8][N:3]([CH2:1][CH3:2])[CH2:4][CH2:5]1.